Dataset: Full USPTO retrosynthesis dataset with 1.9M reactions from patents (1976-2016). Task: Predict the reactants needed to synthesize the given product. (1) Given the product [F:1][C:2]1[CH:7]=[CH:6][C:5]([CH:8]2[CH2:12][CH2:11][N:10]([CH2:21][C:22]([OH:24])=[O:23])[C:9]2=[O:13])=[CH:4][CH:3]=1, predict the reactants needed to synthesize it. The reactants are: [F:1][C:2]1[CH:7]=[CH:6][C:5]([CH:8]2[CH2:12][CH2:11][NH:10][C:9]2=[O:13])=[CH:4][CH:3]=1.CC([O-])(C)C.[K+].Br[CH2:21][C:22]([O:24]CC)=[O:23].[OH-].[Na+]. (2) Given the product [CH2:1]([O:3][CH:4]([O:19][CH2:20][CH3:21])[C:5]1[CH:6]=[CH:7][C:8]([CH2:9][N:10]([CH:11]2[CH2:16][CH2:15][O:14][CH2:13][CH2:12]2)[C:22](=[O:23])[O:24][C:25]([CH3:28])([CH3:27])[CH3:26])=[CH:17][CH:18]=1)[CH3:2], predict the reactants needed to synthesize it. The reactants are: [CH2:1]([O:3][CH:4]([O:19][CH2:20][CH3:21])[C:5]1[CH:18]=[CH:17][C:8]([CH2:9][NH:10][CH:11]2[CH2:16][CH2:15][O:14][CH2:13][CH2:12]2)=[CH:7][CH:6]=1)[CH3:2].[C:22](O[C:22]([O:24][C:25]([CH3:28])([CH3:27])[CH3:26])=[O:23])([O:24][C:25]([CH3:28])([CH3:27])[CH3:26])=[O:23].C(O)(=O)CC(CC(O)=O)(C(O)=O)O.C([O-])(O)=O.[Na+]. (3) Given the product [CH2:17]([N:24]([C@H:29]([CH:31]1[CH2:33][CH2:32]1)[CH3:30])[C:25](=[O:28])[CH2:26][N:9]1[C:8](=[O:13])[C@@:7]2([C:14]3[C:4](=[CH:3][CH:2]=[C:16]([Br:34])[CH:15]=3)[CH2:5][CH2:6]2)[O:11][C:10]1=[O:12])[C:18]1[CH:23]=[CH:22][CH:21]=[CH:20][CH:19]=1, predict the reactants needed to synthesize it. The reactants are: Br[C:2]1[CH:3]=[C:4]2[C:14](=[CH:15][CH:16]=1)[C@:7]1([O:11][C:10](=[O:12])[NH:9][C:8]1=[O:13])[CH2:6][CH2:5]2.[CH2:17]([N:24]([C@H:29]([CH:31]1[CH2:33][CH2:32]1)[CH3:30])[C:25](=[O:28])[CH2:26]Br)[C:18]1[CH:23]=[CH:22][CH:21]=[CH:20][CH:19]=1.[Br:34]CC(N(CC1C=CC(F)=CC=1)[C@@H](C)C(F)(F)F)=O. (4) Given the product [F:17][C:18]1[CH:26]=[C:25]2[C:21]([CH2:22][CH2:23][N:24]2[CH:27]2[CH2:32][CH2:31][N:30]([C:10]3[N:11]=[N:12][C:13]([N:6]4[CH:5]=[C:4]([CH2:3][CH2:2][OH:1])[CH:8]=[N:7]4)=[CH:14][CH:15]=3)[CH2:29][CH2:28]2)=[CH:20][CH:19]=1, predict the reactants needed to synthesize it. The reactants are: [OH:1][CH2:2][CH2:3][C:4]1[CH:5]=[N:6][NH:7][CH:8]=1.Cl[C:10]1[N:11]=[N:12][C:13](Cl)=[CH:14][CH:15]=1.[F:17][C:18]1[CH:26]=[C:25]2[C:21]([CH2:22][CH2:23][N:24]2[CH:27]2[CH2:32][CH2:31][NH:30][CH2:29][CH2:28]2)=[CH:20][CH:19]=1. (5) Given the product [F:52][C:29]1[CH:28]=[C:27]([NH:26][C:2]([N:22]2[CH2:23][CH2:24][N:20]([C:17]3[CH:16]=[CH:15][C:14]([F:13])=[CH:19][CH:18]=3)[C:21]2=[O:25])=[O:4])[CH:51]=[CH:50][C:30]=1[O:31][C:32]1[CH:37]=[CH:36][N:35]=[C:34]2[CH:38]=[C:39]([C:41]3[CH2:46][CH2:45][N:44]([CH3:47])[CH2:43][CH:42]=3)[S:40][C:33]=12, predict the reactants needed to synthesize it. The reactants are: Cl[C:2](Cl)([O:4]C(=O)OC(Cl)(Cl)Cl)Cl.[F:13][C:14]1[CH:19]=[CH:18][C:17]([N:20]2[CH2:24][CH2:23][NH:22][C:21]2=[O:25])=[CH:16][CH:15]=1.[NH2:26][C:27]1[CH:51]=[CH:50][C:30]([O:31][C:32]2[CH:37]=[CH:36][N:35]=[C:34]3[CH:38]=[C:39]([C:41]4[CH2:46][CH2:45][N:44]([C:47](=O)C)[CH2:43][CH:42]=4)[S:40][C:33]=23)=[C:29]([F:52])[CH:28]=1.CCN(C(C)C)C(C)C. (6) Given the product [Cl:19][C:20]1[CH:21]=[C:22]([C:2]2[CH:7]=[CH:6][C:5]([C@H:8]([NH2:10])[CH3:9])=[C:4]([O:17][CH3:18])[CH:3]=2)[C:23]([O:26][CH3:27])=[N:24][CH:25]=1, predict the reactants needed to synthesize it. The reactants are: Br[C:2]1[CH:7]=[CH:6][C:5]([CH:8]([NH:10][S@@](C(C)(C)C)=O)[CH3:9])=[C:4]([O:17][CH3:18])[CH:3]=1.[Cl:19][C:20]1[CH:21]=[C:22](B(O)O)[C:23]([O:26][CH3:27])=[N:24][CH:25]=1.C(=O)([O-])[O-].[Na+].[Na+].C1(C)C=CC=CC=1. (7) Given the product [CH2:1]([NH:8][C:9]([N:11]1[CH:16]2[C@H:17]([CH3:41])[N:18]([CH2:30][C:31]3[CH:32]=[CH:33][CH:34]=[C:35]4[C:40]=3[N:39]=[CH:38][CH:37]=[CH:36]4)[C:19](=[O:29])[C@H:20]([CH2:21][C:22]3[CH:23]=[CH:24][C:25]([O:28][C:52]([NH:51][CH:54]([CH:62]([CH3:64])[CH3:63])[C:55]([O:57][C:58]([CH3:60])([CH3:59])[CH3:61])=[O:56])=[O:53])=[CH:26][CH:27]=3)[N:15]2[C:14](=[O:42])[CH2:13][N:12]1[CH3:43])=[O:10])[C:2]1[CH:3]=[CH:4][CH:5]=[CH:6][CH:7]=1, predict the reactants needed to synthesize it. The reactants are: [CH2:1]([NH:8][C:9]([N:11]1[CH:16]2[C@H:17]([CH3:41])[N:18]([CH2:30][C:31]3[CH:32]=[CH:33][CH:34]=[C:35]4[C:40]=3[N:39]=[CH:38][CH:37]=[CH:36]4)[C:19](=[O:29])[C@H:20]([CH2:21][C:22]3[CH:27]=[CH:26][C:25]([OH:28])=[CH:24][CH:23]=3)[N:15]2[C:14](=[O:42])[CH2:13][N:12]1[CH3:43])=[O:10])[C:2]1[CH:7]=[CH:6][CH:5]=[CH:4][CH:3]=1.C(N(CC)CC)C.[N:51]([CH:54]([CH:62]([CH3:64])[CH3:63])[C:55]([O:57][C:58]([CH3:61])([CH3:60])[CH3:59])=[O:56])=[C:52]=[O:53]. (8) The reactants are: C([O:3][C:4](=O)[CH2:5][C:6]1[N:11]=[C:10]2[S:12][CH:13]=[C:14]([C:15]3[CH:20]=[CH:19][CH:18]=[CH:17][CH:16]=3)[C:9]2=[C:8]([NH:21][CH2:22][C:23]2[CH:28]=[CH:27][CH:26]=[CH:25][N:24]=2)[CH:7]=1)C.[H-].C([Al+]CC(C)C)C(C)C.O.[C@H](O)(C([O-])=O)[C@@H](O)C([O-])=O.[Na+].[K+]. Given the product [C:15]1([C:14]2[C:9]3[C:10](=[N:11][C:6]([CH2:5][CH2:4][OH:3])=[CH:7][C:8]=3[NH:21][CH2:22][C:23]3[CH:28]=[CH:27][CH:26]=[CH:25][N:24]=3)[S:12][CH:13]=2)[CH:16]=[CH:17][CH:18]=[CH:19][CH:20]=1, predict the reactants needed to synthesize it. (9) Given the product [F:1][C:2]1([F:36])[CH2:8][N:7]([CH2:9][CH2:10][CH2:11][C:12]2[CH:17]=[CH:16][CH:15]=[CH:14][CH:13]=2)[C:6]2[N:18]=[C:19]([NH:22][C:23]3[CH:31]=[CH:30][C:26]([C:27]([NH:51][CH2:50][CH2:49][CH2:48][N:47]([CH3:52])[CH3:46])=[O:29])=[CH:25][C:24]=3[O:32][CH3:33])[N:20]=[CH:21][C:5]=2[N:4]([CH3:34])[C:3]1=[O:35], predict the reactants needed to synthesize it. The reactants are: [F:1][C:2]1([F:36])[CH2:8][N:7]([CH2:9][CH2:10][CH2:11][C:12]2[CH:17]=[CH:16][CH:15]=[CH:14][CH:13]=2)[C:6]2[N:18]=[C:19]([NH:22][C:23]3[CH:31]=[CH:30][C:26]([C:27]([OH:29])=O)=[CH:25][C:24]=3[O:32][CH3:33])[N:20]=[CH:21][C:5]=2[N:4]([CH3:34])[C:3]1=[O:35].C(N(C(C)C)C(C)C)C.[CH3:46][N:47]([CH3:52])[CH2:48][CH2:49][CH2:50][NH2:51].